This data is from Forward reaction prediction with 1.9M reactions from USPTO patents (1976-2016). The task is: Predict the product of the given reaction. (1) The product is: [CH2:1]([O:3][C:4](=[O:21])[CH:5]([O:18][CH2:19][CH3:20])[CH2:6][C:7]1[C:16]2[CH2:15][CH2:14][CH2:13][CH2:12][C:11]=2[C:10]([O:17][CH2:39][CH2:38][C:24]2[N:25]=[C:26]([C:28]3[CH:33]=[CH:32][C:31]([C:34]([F:37])([F:35])[F:36])=[CH:30][CH:29]=3)[O:27][C:23]=2[CH3:22])=[CH:9][CH:8]=1)[CH3:2]. Given the reactants [CH2:1]([O:3][C:4](=[O:21])[CH:5]([O:18][CH2:19][CH3:20])[CH2:6][C:7]1[C:16]2[CH2:15][CH2:14][CH2:13][CH2:12][C:11]=2[C:10]([OH:17])=[CH:9][CH:8]=1)[CH3:2].[CH3:22][C:23]1[O:27][C:26]([C:28]2[CH:33]=[CH:32][C:31]([C:34]([F:37])([F:36])[F:35])=[CH:30][CH:29]=2)=[N:25][C:24]=1[CH2:38][CH2:39]O.FC(F)(F)C1C=CC(C=O)=CC=1.C1(P(C2C=CC=CC=2)C2C=CC=CC=2)C=CC=CC=1.N(C(OCC)=O)=NC(OCC)=O, predict the reaction product. (2) The product is: [Cl:42][C:30]1[CH:29]=[CH:28][C:27]([C:26]2[C:21]([C@@H:11]([NH:10][C:8](=[O:9])[CH2:7][N:5]3[C:4]4[C:49]([F:53])([F:54])[C@@H:50]5[CH2:52][C@@H:51]5[C:3]=4[C:2]([NH:1][C:63](=[O:64])[O:62][CH3:61])=[N:6]3)[CH2:12][C:13]3[CH:18]=[C:17]([F:19])[CH:16]=[C:15]([F:20])[CH:14]=3)=[N:22][C:23]([C:43]#[C:44][C:45]([OH:48])([CH3:47])[CH3:46])=[CH:24][CH:25]=2)=[C:35]2[C:31]=1[C:32]([NH:37][S:38]([CH3:41])(=[O:39])=[O:40])=[N:33][N:34]2[CH3:36]. Given the reactants [NH2:1][C:2]1[C:3]2[C@H:51]3[CH2:52][C@H:50]3[C:49]([F:54])([F:53])[C:4]=2[N:5]([CH2:7][C:8]([NH:10][C@H:11]([C:21]2[C:26]([C:27]3[CH:28]=[CH:29][C:30]([Cl:42])=[C:31]4[C:35]=3[N:34]([CH3:36])[N:33]=[C:32]4[NH:37][S:38]([CH3:41])(=[O:40])=[O:39])=[CH:25][CH:24]=[C:23]([C:43]#[C:44][C:45]([OH:48])([CH3:47])[CH3:46])[N:22]=2)[CH2:12][C:13]2[CH:18]=[C:17]([F:19])[CH:16]=[C:15]([F:20])[CH:14]=2)=[O:9])[N:6]=1.N1C=CC=CC=1.[CH3:61][O:62][C:63](Cl)=[O:64], predict the reaction product.